From a dataset of Full USPTO retrosynthesis dataset with 1.9M reactions from patents (1976-2016). Predict the reactants needed to synthesize the given product. (1) Given the product [CH2:10]([O:9][CH2:8][C@@H:5]1[O:6][CH2:7][C@@:2]([NH:1][C:37]([NH:36][C:28](=[O:35])[C:29]2[CH:30]=[CH:31][CH:32]=[CH:33][CH:34]=2)=[S:38])([C:19]2[CH:24]=[C:23]([Br:25])[C:22]([F:26])=[CH:21][C:20]=2[F:27])[C@H:3]([CH2:17][OH:18])[CH2:4]1)[C:11]1[CH:16]=[CH:15][CH:14]=[CH:13][CH:12]=1, predict the reactants needed to synthesize it. The reactants are: [NH2:1][C@@:2]1([C:19]2[CH:24]=[C:23]([Br:25])[C:22]([F:26])=[CH:21][C:20]=2[F:27])[CH2:7][O:6][C@@H:5]([CH2:8][O:9][CH2:10][C:11]2[CH:16]=[CH:15][CH:14]=[CH:13][CH:12]=2)[CH2:4][C@H:3]1[CH2:17][OH:18].[C:28]([N:36]=[C:37]=[S:38])(=[O:35])[C:29]1[CH:34]=[CH:33][CH:32]=[CH:31][CH:30]=1. (2) Given the product [Br:1][C:2]1[CH:7]=[CH:6][C:5]([O:8][CH2:16][C:17]2[CH:24]=[CH:23][C:20]([CH:21]=[O:22])=[CH:19][CH:18]=2)=[CH:4][CH:3]=1, predict the reactants needed to synthesize it. The reactants are: [Br:1][C:2]1[CH:7]=[CH:6][C:5]([OH:8])=[CH:4][CH:3]=1.C(=O)([O-])[O-].[K+].[K+].Br[CH2:16][C:17]1[CH:24]=[CH:23][C:20]([CH:21]=[O:22])=[CH:19][CH:18]=1. (3) Given the product [C:12]([O:11][C:9]([NH:21][C@@H:20]([CH2:22][C:23]([O:25][CH3:26])=[O:24])[C:19]([O:18][CH3:17])=[O:27])=[O:10])([CH3:13])([CH3:14])[CH3:15], predict the reactants needed to synthesize it. The reactants are: [C:9](O[C:9]([O:11][C:12]([CH3:15])([CH3:14])[CH3:13])=[O:10])([O:11][C:12]([CH3:15])([CH3:14])[CH3:13])=[O:10].Cl.[CH3:17][O:18][C:19](=[O:27])[C@H:20]([CH2:22][C:23]([O:25][CH3:26])=[O:24])[NH2:21].C(N(CC)CC)C. (4) Given the product [Cl:8][C:5]1[CH:6]=[CH:7][C:2]([O:21][C:18]2[CH:19]=[CH:20][C:15]([CH:12]([CH3:14])[CH3:13])=[CH:16][CH:17]=2)=[C:3]([N+:9]([O-:11])=[O:10])[CH:4]=1, predict the reactants needed to synthesize it. The reactants are: Br[C:2]1[CH:7]=[CH:6][C:5]([Cl:8])=[CH:4][C:3]=1[N+:9]([O-:11])=[O:10].[CH:12]([C:15]1[CH:20]=[CH:19][C:18]([OH:21])=[CH:17][CH:16]=1)([CH3:14])[CH3:13].C([O-])([O-])=O.[K+].[K+].O. (5) Given the product [ClH:1].[ClH:1].[CH3:18][C:14]1[CH:13]=[C:12]([C:10]2[C:9](=[O:19])[NH:8][C:7](=[O:20])[N:6]([CH2:5][CH2:4][CH2:3][CH2:2][N:31]3[CH2:32][C@H:33]4[C@:29]([C:26]5[CH:25]=[CH:24][C:23]([C:22]([F:21])([F:36])[F:35])=[CH:28][CH:27]=5)([CH2:34]4)[CH2:30]3)[CH:11]=2)[CH:17]=[CH:16][N:15]=1, predict the reactants needed to synthesize it. The reactants are: [Cl:1][CH2:2][CH2:3][CH2:4][CH2:5][N:6]1[CH:11]=[C:10]([C:12]2[CH:17]=[CH:16][N:15]=[C:14]([CH3:18])[CH:13]=2)[C:9](=[O:19])[NH:8][C:7]1=[O:20].[F:21][C:22]([F:36])([F:35])[C:23]1[CH:28]=[CH:27][C:26]([C@:29]23[CH2:34][C@H:33]2[CH2:32][NH:31][CH2:30]3)=[CH:25][CH:24]=1. (6) Given the product [CH2:21]([O:23][N:24]=[C:12]([C:13]1[CH:18]=[CH:17][CH:16]=[CH:15][CH:14]=1)[C:8]1[CH:7]=[C:6]([O:5][CH2:1][C:2]#[C:3][CH3:4])[N:11]=[CH:10][N:9]=1)[CH3:22], predict the reactants needed to synthesize it. The reactants are: [CH2:1]([O:5][C:6]1[N:11]=[CH:10][N:9]=[C:8]([C:12](=O)[C:13]2[CH:18]=[CH:17][CH:16]=[CH:15][CH:14]=2)[CH:7]=1)[C:2]#[C:3][CH3:4].Cl.[CH2:21]([O:23][NH2:24])[CH3:22].Cl. (7) Given the product [N:1]1[CH:6]=[C:5]([C:7]2[CH:12]=[C:11]([N+:15]([O-:17])=[O:16])[CH:10]=[CH:9][C:8]=2[O:13][CH3:14])[CH:4]=[N:3][CH:2]=1, predict the reactants needed to synthesize it. The reactants are: [N:1]1[CH:6]=[C:5]([C:7]2[CH:12]=[CH:11][CH:10]=[CH:9][C:8]=2[O:13][CH3:14])[CH:4]=[N:3][CH:2]=1.[N+:15]([O-])([O-:17])=[O:16].[K+].[OH-].[Na+]. (8) Given the product [C:1]([C:3]1[CH:4]=[CH:5][C:6]([CH:9]2[CH2:14][CH2:13][N:12]([C:15]([C:17]3[CH:18]=[CH:19][C:20]([CH3:32])=[C:21]([NH:23][S:24]([CH2:27][C:28]([OH:30])=[O:29])(=[O:26])=[O:25])[CH:22]=3)=[O:16])[CH2:11][CH2:10]2)=[CH:7][CH:8]=1)#[N:2], predict the reactants needed to synthesize it. The reactants are: [C:1]([C:3]1[CH:8]=[CH:7][C:6]([CH:9]2[CH2:14][CH2:13][N:12]([C:15]([C:17]3[CH:18]=[CH:19][C:20]([CH3:32])=[C:21]([NH:23][S:24]([CH2:27][C:28]([O:30]C)=[O:29])(=[O:26])=[O:25])[CH:22]=3)=[O:16])[CH2:11][CH2:10]2)=[CH:5][CH:4]=1)#[N:2].[OH-].[Na+]. (9) Given the product [F:12][C:13]1[CH:18]=[CH:17][CH:16]=[CH:15][C:14]=1[N:19]1[CH2:24][CH2:23][N:22]([CH2:2][C:3]2[S:4][C:5]3[C:10]([N:11]=2)=[CH:9][CH:8]=[CH:7][N:6]=3)[CH2:21][CH2:20]1, predict the reactants needed to synthesize it. The reactants are: Cl[CH2:2][C:3]1[S:4][C:5]2[C:10]([N:11]=1)=[CH:9][CH:8]=[CH:7][N:6]=2.[F:12][C:13]1[CH:18]=[CH:17][CH:16]=[CH:15][C:14]=1[N:19]1[CH2:24][CH2:23][NH:22][CH2:21][CH2:20]1.CC(=O)OCC.